Dataset: Reaction yield outcomes from USPTO patents with 853,638 reactions. Task: Predict the reaction yield, written as a fraction of the theoretical maximum amount of product (1.0 means a 100% yield; for example, 0.34 means a 34% yield). The reactants are [Br:1][C:2]1[CH:3]=[C:4]([C:8](N(OC)C)=[O:9])[CH:5]=[N:6][CH:7]=1.[CH:14]1([Mg]Br)[CH2:16][CH2:15]1. The catalyst is C1COCC1. The product is [Br:1][C:2]1[CH:3]=[C:4]([C:8]([CH:14]2[CH2:16][CH2:15]2)=[O:9])[CH:5]=[N:6][CH:7]=1. The yield is 0.568.